This data is from Full USPTO retrosynthesis dataset with 1.9M reactions from patents (1976-2016). The task is: Predict the reactants needed to synthesize the given product. (1) Given the product [C:26]([N:16]1[CH2:17][CH2:18][N:13]([C:8]2[CH:9]=[CH:10][CH:11]=[CH:12][C:7]=2[C:3]([CH3:6])([CH3:4])[CH3:5])[CH2:14][CH2:15]1)(=[O:28])[CH3:27], predict the reactants needed to synthesize it. The reactants are: Cl.Cl.[C:3]([C:7]1[CH:12]=[CH:11][CH:10]=[CH:9][C:8]=1[N:13]1[CH2:18][CH2:17][NH:16][CH2:15][CH2:14]1)([CH3:6])([CH3:5])[CH3:4].C(N(CC)CC)C.[C:26](Cl)(=[O:28])[CH3:27].C(=O)([O-])O.[Na+]. (2) Given the product [C:1]([N:65]1[CH2:66][CH2:67][N:62]([C:51]2[N:50]=[C:49]([C:43]3[CH:48]=[CH:47][CH:46]=[CH:45][CH:44]=3)[N:54]=[C:53]([NH:55][CH2:56][CH2:57][NH:58][C:59](=[O:61])[CH3:60])[CH:52]=2)[CH2:63][CH2:64]1)(=[O:9])[C:2]1[CH:3]=[CH:4][CH:5]=[CH:6][CH:7]=1, predict the reactants needed to synthesize it. The reactants are: [C:1]([OH:9])(=O)[C:2]1[CH:7]=[CH:6][CH:5]=[CH:4][CH:3]=1.CN(C(ON1N=NC2C=CC=NC1=2)=[N+](C)C)C.F[P-](F)(F)(F)(F)F.C(N(C(C)C)CC)(C)C.[C:43]1([C:49]2[N:54]=[C:53]([NH:55][CH2:56][CH2:57][NH:58][C:59](=[O:61])[CH3:60])[CH:52]=[C:51]([N:62]3[CH2:67][CH2:66][NH:65][CH2:64][CH2:63]3)[N:50]=2)[CH:48]=[CH:47][CH:46]=[CH:45][CH:44]=1.